From a dataset of Full USPTO retrosynthesis dataset with 1.9M reactions from patents (1976-2016). Predict the reactants needed to synthesize the given product. (1) Given the product [Br:1][C:2]1[CH:7]=[C:6]2[C:5]([CH2:8][CH2:9][N:10]=[C:11]2[CH3:12])=[CH:4][CH:3]=1, predict the reactants needed to synthesize it. The reactants are: [Br:1][C:2]1[CH:7]=[CH:6][C:5]([CH2:8][CH2:9][NH:10][C:11](=O)[CH3:12])=[CH:4][CH:3]=1.O=P12OP3(OP(OP(O3)(O1)=O)(=O)O2)=O. (2) Given the product [NH3:16].[CH3:7][CH:4]([OH:5])[CH3:1].[CH2:7]([O:14][C:15](=[O:21])[NH:16][CH2:17][CH2:18][CH2:19][NH:20][CH2:4][CH:1]1[CH2:2][CH2:3]1)[C:8]1[CH:13]=[CH:12][CH:11]=[CH:10][CH:9]=1, predict the reactants needed to synthesize it. The reactants are: [CH:1]1([CH:4]=[O:5])[CH2:3][CH2:2]1.Cl.[CH2:7]([O:14][C:15](=[O:21])[NH:16][CH2:17][CH2:18][CH2:19][NH2:20])[C:8]1[CH:13]=[CH:12][CH:11]=[CH:10][CH:9]=1.C(N(CC)CC)C.[BH4-].[Na+].[OH-].[Na+].